This data is from Full USPTO retrosynthesis dataset with 1.9M reactions from patents (1976-2016). The task is: Predict the reactants needed to synthesize the given product. (1) Given the product [CH2:4]([O:6][CH:7]1[CH2:8][CH2:9][N:10]([C:13]([C:15]2[CH:16]=[C:17]([CH:18]=[CH:19][C:20]=2[F:21])[CH2:22][C:23]2[C:25]3[C:26](=[C:27]([CH3:32])[N:28]([CH3:31])[C:29]=3[CH3:30])[C:33](=[O:35])[NH:2][N:3]=2)=[O:14])[CH2:11][CH2:12]1)[CH3:5], predict the reactants needed to synthesize it. The reactants are: O.[NH2:2][NH2:3].[CH2:4]([O:6][CH:7]1[CH2:12][CH2:11][N:10]([C:13]([C:15]2[CH:16]=[C:17]([CH2:22][C:23]([C:25]3[C:26]([C:33]([O:35]C)=O)=[C:27]([CH3:32])[N:28]([CH3:31])[C:29]=3[CH3:30])=O)[CH:18]=[CH:19][C:20]=2[F:21])=[O:14])[CH2:9][CH2:8]1)[CH3:5]. (2) Given the product [Cl:1][C:2]1[CH:13]=[CH:12][C:5]2[N:6]([CH3:16])[C:7](=[O:11])[O:8][C:9](=[O:10])[C:4]=2[CH:3]=1, predict the reactants needed to synthesize it. The reactants are: [Cl:1][C:2]1[CH:13]=[CH:12][C:5]2[NH:6][C:7](=[O:11])[O:8][C:9](=[O:10])[C:4]=2[CH:3]=1.[H-].[Na+].[CH3:16]I.O. (3) Given the product [NH2:39][C:37]([C:36]1[CH:40]=[CH:41][CH:42]=[CH:43][C:35]=1[NH:34][C:7]([C:5]1[N:6]=[C:2]([Br:1])[S:3][CH:4]=1)=[O:9])=[O:38], predict the reactants needed to synthesize it. The reactants are: [Br:1][C:2]1[S:3][CH:4]=[C:5]([C:7]([OH:9])=O)[N:6]=1.CN(C(ON1N=NC2C=CC=NC1=2)=[N+](C)C)C.F[P-](F)(F)(F)(F)F.[NH2:34][C:35]1[CH:43]=[CH:42][CH:41]=[CH:40][C:36]=1[C:37]([NH2:39])=[O:38].C(N(CC)C(C)C)(C)C. (4) Given the product [F:15][C:16]1[CH:22]=[CH:21][C:20]([CH3:23])=[CH:19][C:17]=1[NH:18][C:10](=[O:12])[CH:9]=[N:26][OH:27], predict the reactants needed to synthesize it. The reactants are: S([O-])([O-])(=O)=O.[Na+].[Na+].Cl[C:9](Cl)(Cl)[CH:10]([OH:12])O.[F:15][C:16]1[CH:22]=[CH:21][C:20]([CH3:23])=[CH:19][C:17]=1[NH2:18].Cl.Cl.[NH2:26][OH:27]. (5) Given the product [NH2:12][C:10](=[C:2]([C:1]([O:8][CH3:9])=[O:7])[C:3]([O:5][CH3:6])=[O:4])[CH3:11], predict the reactants needed to synthesize it. The reactants are: [C:1]([O:8][CH3:9])(=[O:7])[CH2:2][C:3]([O:5][CH3:6])=[O:4].[C:10](#[N:12])[CH3:11].Cl[Sn](Cl)(Cl)Cl.